Dataset: Catalyst prediction with 721,799 reactions and 888 catalyst types from USPTO. Task: Predict which catalyst facilitates the given reaction. (1) Reactant: N1C=CN=C1.C1(P(C2C=CC=CC=2)C2C=CC=CC=2)C=CC=CC=1.C=CC1C=CC=CC=1.O[C@@H:34]([C@H:37]1[O:42][C:41]([CH3:44])([CH3:43])[O:40][C@H:39]2[C@@H:45]([O:49][CH2:50][CH3:51])[C:46](=[O:48])[O:47][C@@H:38]12)[CH2:35]O.II. Product: [CH2:50]([O:49][C@@H:45]1[C@@H:39]2[O:40][C:41]([CH3:44])([CH3:43])[O:42][C@H:37]([CH:34]=[CH2:35])[C@@H:38]2[O:47][C:46]1=[O:48])[CH3:51]. The catalyst class is: 11. (2) Reactant: Br[C:2]1[C:7]([F:8])=[CH:6][C:5]([OH:9])=[C:4]([Cl:10])[CH:3]=1.C([Li])CCC.Cl[Si](C)(C)CC[Si](Cl)(C)C.C([Li])(C)(C)C.CN(C)[CH:33]=[O:34].Cl. Product: [Cl:10][C:4]1[C:5]([OH:9])=[CH:6][C:7]([F:8])=[C:2]([CH:3]=1)[CH:33]=[O:34]. The catalyst class is: 30.